Dataset: Reaction yield outcomes from USPTO patents with 853,638 reactions. Task: Predict the reaction yield, written as a fraction of the theoretical maximum amount of product (1.0 means a 100% yield; for example, 0.34 means a 34% yield). (1) The reactants are [O:1]1[CH:5]=[CH:4][CH:3]=[C:2]1[C:6]([N:8]1[C:17]2[C:12](=[CH:13][CH:14]=[C:15](B3OC(C)(C)C(C)(C)O3)[CH:16]=2)[N:11]([C:27](=[O:29])[CH3:28])[C@@H:10]([CH3:30])[CH2:9]1)=[O:7].[N:31]1([C:36](Cl)=[O:37])[CH2:35][CH2:34][CH2:33][CH2:32]1.[F-].[Cs+]. No catalyst specified. The product is [O:1]1[CH:5]=[CH:4][CH:3]=[C:2]1[C:6]([N:8]1[C:17]2[C:12](=[CH:13][CH:14]=[C:15]([C:36]([N:31]3[CH2:35][CH2:34][CH2:33][CH2:32]3)=[O:37])[CH:16]=2)[N:11]([C:27](=[O:29])[CH3:28])[C@@H:10]([CH3:30])[CH2:9]1)=[O:7]. The yield is 0.0800. (2) The reactants are [C:1]([NH:9][CH:10]([C:16](=[O:26])[CH2:17][O:18][CH2:19][C:20]1[CH:25]=[CH:24][CH:23]=[CH:22][CH:21]=1)[C:11]([O:13][CH2:14][CH3:15])=[O:12])(=O)[C:2]1[CH:7]=[CH:6][CH:5]=[CH:4][CH:3]=1.P(Cl)(Cl)(Cl)=O.C(=O)(O)[O-].[Na+]. The catalyst is C(Cl)(Cl)Cl. The product is [CH2:19]([O:18][CH2:17][C:16]1[O:26][C:1]([C:2]2[CH:3]=[CH:4][CH:5]=[CH:6][CH:7]=2)=[N:9][C:10]=1[C:11]([O:13][CH2:14][CH3:15])=[O:12])[C:20]1[CH:21]=[CH:22][CH:23]=[CH:24][CH:25]=1. The yield is 0.620.